From a dataset of Reaction yield outcomes from USPTO patents with 853,638 reactions. Predict the reaction yield, written as a fraction of the theoretical maximum amount of product (1.0 means a 100% yield; for example, 0.34 means a 34% yield). (1) The catalyst is C1COCC1. The yield is 0.630. The reactants are [Br:1][C:2]1[CH:3]=[C:4]([C@:9]2([CH3:27])[CH2:14][S:13](=[O:16])(=[O:15])[C:12]([CH3:18])([CH3:17])[C:11]([NH:19][C:20](=[O:26])[O:21][C:22]([CH3:25])([CH3:24])[CH3:23])=[N:10]2)[C:5]([F:8])=[N:6][CH:7]=1.C[Si]([N-][Si](C)(C)C)(C)C.[K+].[CH2:38](Br)[CH:39]=[CH2:40]. The product is [CH2:40]([C@H:14]1[S:13](=[O:15])(=[O:16])[C:12]([CH3:18])([CH3:17])[C:11]([NH:19][C:20](=[O:26])[O:21][C:22]([CH3:25])([CH3:24])[CH3:23])=[N:10][C@@:9]1([C:4]1[C:5]([F:8])=[N:6][CH:7]=[C:2]([Br:1])[CH:3]=1)[CH3:27])[CH:39]=[CH2:38]. (2) The reactants are [C:1]([C@H:5]1[CH2:10][CH2:9][C@H:8]([O:11][C:12]2[CH:13]=[C:14]3[C:19](=[CH:20][CH:21]=2)[CH:18]=[C:17]([C:22]#[N:23])[CH:16]=[CH:15]3)[CH2:7][CH2:6]1)([CH3:4])([CH3:3])[CH3:2].[NH4+].[OH-]. The catalyst is CO.[Ni]. The product is [C:1]([C@H:5]1[CH2:10][CH2:9][C@H:8]([O:11][C:12]2[CH:13]=[C:14]3[C:19](=[CH:20][CH:21]=2)[CH:18]=[C:17]([CH2:22][NH2:23])[CH:16]=[CH:15]3)[CH2:7][CH2:6]1)([CH3:4])([CH3:2])[CH3:3]. The yield is 0.630. (3) The reactants are C(OC([NH:11][C:12]1([C:25](=[O:27])[NH2:26])[CH2:17][CH2:16][N:15]([C:18]([O:20][C:21]([CH3:24])([CH3:23])[CH3:22])=[O:19])[CH2:14][CH2:13]1)=O)C1C=CC=CC=1.C(O)(=O)C. The catalyst is CO.[Pd]. The product is [NH2:11][C:12]1([C:25](=[O:27])[NH2:26])[CH2:17][CH2:16][N:15]([C:18]([O:20][C:21]([CH3:22])([CH3:23])[CH3:24])=[O:19])[CH2:14][CH2:13]1. The yield is 0.900. (4) The reactants are [BH4-].[Na+].[Cl-].[Ca+2].[Cl-].[C:6]([C:8]1[CH:13]=[CH:12][CH:11]=[CH:10][C:9]=1[C:14]1[CH:19]=[CH:18][C:17]([CH2:20][C:21]2[C:26](=[O:27])[N:25]([C:28]3[CH:43]=[CH:42][C:31]([O:32][C:33]4([C:38](OC)=[O:39])[CH2:37][CH2:36][CH2:35][CH2:34]4)=[CH:30][CH:29]=3)[C:24]([CH2:44][CH3:45])=[N:23][C:22]=2[CH2:46][CH2:47][CH3:48])=[CH:16][CH:15]=1)#[N:7]. The catalyst is CO.O1CCCC1.C(OCC)(=O)C.Cl. The product is [CH2:44]([C:24]1[N:25]([C:28]2[CH:43]=[CH:42][C:31]([O:32][C:33]3([CH2:38][OH:39])[CH2:34][CH2:35][CH2:36][CH2:37]3)=[CH:30][CH:29]=2)[C:26](=[O:27])[C:21]([CH2:20][C:17]2[CH:16]=[CH:15][C:14]([C:9]3[C:8]([C:6]#[N:7])=[CH:13][CH:12]=[CH:11][CH:10]=3)=[CH:19][CH:18]=2)=[C:22]([CH2:46][CH2:47][CH3:48])[N:23]=1)[CH3:45]. The yield is 0.930. (5) The reactants are C(OC([NH:8][C@H:9]([C:11]([NH:13][CH:14]1[N:20]=[C:19]([C:21]2[CH:26]=[CH:25][CH:24]=[CH:23][CH:22]=2)[C:18]2[CH:27]=[CH:28][CH:29]=[CH:30][C:17]=2[N:16]([CH2:31][CH2:32][CH2:33][C:34]([F:37])([F:36])[F:35])[C:15]1=[O:38])=[O:12])[CH3:10])=O)(C)(C)C.C(O)(C(F)(F)F)=O.C(Cl)Cl. No catalyst specified. The product is [NH2:8][C@H:9]([C:11]([NH:13][CH:14]1[N:20]=[C:19]([C:21]2[CH:26]=[CH:25][CH:24]=[CH:23][CH:22]=2)[C:18]2[CH:27]=[CH:28][CH:29]=[CH:30][C:17]=2[N:16]([CH2:31][CH2:32][CH2:33][C:34]([F:37])([F:35])[F:36])[C:15]1=[O:38])=[O:12])[CH3:10]. The yield is 0.680. (6) The reactants are [NH2:1][C:2]1[C:7]([N+:8]([O-:10])=[O:9])=[C:6]([N:11]2[CH2:16][CH2:15]N(CC(NC3SC=CN=3)=O)[CH2:13][CH2:12]2)[C:5]([Br:26])=[CH:4][N:3]=1.BrC1C(Cl)=C([N+]([O-])=O)C(N)=NC=1.CCN(C(C)C)C(C)C.[O:48]([CH:55]1CCNCC1)[C:49]1[CH:54]=[CH:53][CH:52]=[CH:51][CH:50]=1. The catalyst is C(O)(C)C. The product is [Br:26][C:5]1[C:6]([N:11]2[CH2:12][CH2:13][CH:55]([O:48][C:49]3[CH:54]=[CH:53][CH:52]=[CH:51][CH:50]=3)[CH2:15][CH2:16]2)=[C:7]([N+:8]([O-:10])=[O:9])[C:2]([NH2:1])=[N:3][CH:4]=1. The yield is 0.840. (7) The reactants are [CH:1]1([CH2:4][O:5][NH:6][C:7]([C:9]2[C:24]([NH:25][C:26]3[CH:31]=[CH:30][C:29]([Br:32])=[CH:28][C:27]=3[CH3:33])=[C:23]([F:34])[C:12]3[N:13]=[CH:14][N:15]([CH2:16][CH2:17][CH2:18][CH:19]([OH:22])CO)[C:11]=3[CH:10]=2)=[O:8])[CH2:3][CH2:2]1.C1COCC1.P([O-])([O-])([O-])=O.I([O-])(=O)(=O)=O.[Na+]. The catalyst is C(OCC)(=O)C. The product is [CH:1]1([CH2:4][O:5][NH:6][C:7]([C:9]2[C:24]([NH:25][C:26]3[CH:31]=[CH:30][C:29]([Br:32])=[CH:28][C:27]=3[CH3:33])=[C:23]([F:34])[C:12]3[N:13]=[CH:14][N:15]([CH2:16][CH2:17][CH2:18][CH:19]=[O:22])[C:11]=3[CH:10]=2)=[O:8])[CH2:3][CH2:2]1. The yield is 0.820. (8) The reactants are C[O-].[Na+].[F:4][C:5]([F:14])([F:13])[C:6]1[NH:7][CH2:8][CH:9]([OH:12])[CH2:10][N:11]=1.[N+](C1C=CC=CC=1)([O-])=O. The catalyst is CO.CC1C=CC(C)=CC=1.O. The product is [F:14][C:5]([F:4])([F:13])[C:6]1[N:7]=[CH:8][C:9]([OH:12])=[CH:10][N:11]=1. The yield is 0.242.